From a dataset of Peptide-MHC class I binding affinity with 185,985 pairs from IEDB/IMGT. Regression. Given a peptide amino acid sequence and an MHC pseudo amino acid sequence, predict their binding affinity value. This is MHC class I binding data. (1) The peptide sequence is RRYRRIYDL. The MHC is HLA-B15:42 with pseudo-sequence HLA-B15:42. The binding affinity (normalized) is 0.213. (2) The peptide sequence is QGRVFASVTA. The MHC is H-2-Dd with pseudo-sequence H-2-Dd. The binding affinity (normalized) is 0. (3) The peptide sequence is GEYKSYCKL. The MHC is HLA-B44:02 with pseudo-sequence HLA-B44:02. The binding affinity (normalized) is 0.560.